Dataset: Reaction yield outcomes from USPTO patents with 853,638 reactions. Task: Predict the reaction yield, written as a fraction of the theoretical maximum amount of product (1.0 means a 100% yield; for example, 0.34 means a 34% yield). (1) The reactants are [O:1]=[C:2]1[NH:8][C:7]2[S:9][CH:10]=[CH:11][C:6]=2[C:5]([C:12]2[CH:21]=[CH:20][C:15]([C:16]([O:18][CH3:19])=[O:17])=[CH:14][CH:13]=2)=[N:4][CH2:3]1.[Br:22]Br. The catalyst is N1C=CC=CC=1. The product is [Br:22][C:10]1[S:9][C:7]2[NH:8][C:2](=[O:1])[CH2:3][N:4]=[C:5]([C:12]3[CH:13]=[CH:14][C:15]([C:16]([O:18][CH3:19])=[O:17])=[CH:20][CH:21]=3)[C:6]=2[CH:11]=1. The yield is 0.570. (2) The reactants are [OH:1][C:2]1[CH:11]=[N:10][C:9]2[C:4](=[CH:5][CH:6]=[CH:7][CH:8]=2)[N:3]=1.[I-].C[N+]1C=CN([C:19](=[O:28])[N:20]([CH3:27])[C:21]2[CH:26]=[CH:25][CH:24]=[CH:23][CH:22]=2)C=1.C(N(CC)CC)C. The catalyst is C(#N)C. The product is [N:3]1[C:4]2[C:9](=[CH:8][CH:7]=[CH:6][CH:5]=2)[N:10]=[CH:11][C:2]=1[O:1][C:19](=[O:28])[N:20]([CH3:27])[C:21]1[CH:26]=[CH:25][CH:24]=[CH:23][CH:22]=1. The yield is 0.770. (3) The reactants are Cl.[C:2]([C:6]1[CH:10]=[C:9]([CH2:11][NH2:12])[N:8]([C:13]2[CH:18]=[CH:17][CH:16]=[C:15]([O:19][C:20]([F:23])([F:22])[F:21])[CH:14]=2)[N:7]=1)([CH3:5])([CH3:4])[CH3:3].[F:24][C:25]1[CH:26]=[C:27]([CH:36]([CH3:40])[C:37](O)=[O:38])[CH:28]=[CH:29][C:30]=1[CH2:31][O:32][CH2:33][CH2:34][OH:35].C1C=CC2N(O)N=NC=2C=1.CN(C(ON1N=NC2C=CC=CC1=2)=[N+](C)C)C.[B-](F)(F)(F)F.CCN(C(C)C)C(C)C. The catalyst is C1COCC1.CN(C=O)C. The product is [C:2]([C:6]1[CH:10]=[C:9]([CH2:11][NH:12][C:37](=[O:38])[CH:36]([C:27]2[CH:28]=[CH:29][C:30]([CH2:31][O:32][CH2:33][CH2:34][OH:35])=[C:25]([F:24])[CH:26]=2)[CH3:40])[N:8]([C:13]2[CH:18]=[CH:17][CH:16]=[C:15]([O:19][C:20]([F:22])([F:23])[F:21])[CH:14]=2)[N:7]=1)([CH3:5])([CH3:3])[CH3:4]. The yield is 0.730. (4) The reactants are [CH3:1][C:2]1[CH:7]=[CH:6][C:5]([S:8]([O:11][CH2:12][CH:13]2[CH2:17][C:16]3[CH:18]=[CH:19][CH:20]=[C:21](Br)[C:15]=3[O:14]2)(=[O:10])=[O:9])=[CH:4][CH:3]=1.[CH3:23][O:24][C:25]1[CH:26]=[C:27](B(O)O)[CH:28]=[CH:29][CH:30]=1.C(=O)([O-])[O-].[K+].[K+]. The catalyst is CC1C=CC=CC=1[P](C1C=CC=CC=1C)([Pd](Cl)(Cl)[P](C1=C(C)C=CC=C1)(C1C=CC=CC=1C)C1C=CC=CC=1C)C1C=CC=CC=1C. The product is [CH3:1][C:2]1[CH:7]=[CH:6][C:5]([S:8]([O:11][CH2:12][CH:13]2[CH2:17][C:16]3[CH:18]=[CH:19][CH:20]=[C:21]([C:29]4[CH:28]=[CH:27][CH:26]=[C:25]([O:24][CH3:23])[CH:30]=4)[C:15]=3[O:14]2)(=[O:10])=[O:9])=[CH:4][CH:3]=1. The yield is 0.840.